Dataset: Full USPTO retrosynthesis dataset with 1.9M reactions from patents (1976-2016). Task: Predict the reactants needed to synthesize the given product. (1) Given the product [N:8]([CH2:7][CH2:6][O:5][CH2:4][CH2:3][O:2][CH3:1])=[C:9]=[S:10], predict the reactants needed to synthesize it. The reactants are: [CH3:1][O:2][CH2:3][CH2:4][O:5][CH2:6][CH2:7][NH2:8].[C:9](N1C=CN=C1)(N1C=CN=C1)=[S:10].O. (2) The reactants are: [NH:1]([C:13]([O:15][C:16]([CH3:19])([CH3:18])[CH3:17])=[O:14])[C@@H:2]([C:10]([OH:12])=O)[CH2:3][C:4]1[CH:9]=[CH:8][CH:7]=[CH:6][CH:5]=1.[NH:20]1[CH2:34][CH2:33][CH2:32][C@H:21]1[C:22]([O:24][CH2:25][C:26]1[CH:31]=[CH:30][CH:29]=[CH:28][CH:27]=1)=[O:23]. Given the product [NH:1]([C:13]([O:15][C:16]([CH3:19])([CH3:18])[CH3:17])=[O:14])[C@@H:2]([C:10]([N:20]1[CH2:34][CH2:33][CH2:32][C@H:21]1[C:22]([O:24][CH2:25][C:26]1[CH:27]=[CH:28][CH:29]=[CH:30][CH:31]=1)=[O:23])=[O:12])[CH2:3][C:4]1[CH:5]=[CH:6][CH:7]=[CH:8][CH:9]=1, predict the reactants needed to synthesize it. (3) Given the product [Br:1][C:2]1[CH:10]=[CH:9][C:5]([C:6]2[CH2:15][CH:14]([CH2:13][OH:12])[O:8][N:7]=2)=[CH:4][C:3]=1[F:11], predict the reactants needed to synthesize it. The reactants are: [Br:1][C:2]1[CH:10]=[CH:9][C:5]([CH:6]=[N:7][OH:8])=[CH:4][C:3]=1[F:11].[O:12]1C[CH2:15][CH2:14][CH2:13]1. (4) Given the product [C:18]([O:17][C:15]([N:7]1[CH2:6][CH:5]([C:3]([OH:4])=[O:2])[CH2:10][CH:9]([C:11]([OH:13])=[O:12])[CH2:8]1)=[O:16])([CH3:21])([CH3:19])[CH3:20], predict the reactants needed to synthesize it. The reactants are: C[O:2][C:3]([CH:5]1[CH2:10][CH:9]([C:11]([O:13]C)=[O:12])[CH2:8][N:7]([C:15]([O:17][C:18]([CH3:21])([CH3:20])[CH3:19])=[O:16])[CH2:6]1)=[O:4].C([O-])([O-])=O.[K+].[K+]. (5) Given the product [Br:13][C:14]1[CH:19]=[CH:18][C:17]([S:20]([N:6]2[CH2:10][CH2:9][CH2:8][C@@H:7]2[CH2:11][OH:12])(=[O:22])=[O:21])=[CH:16][CH:15]=1, predict the reactants needed to synthesize it. The reactants are: C([O-])(O)=O.[Na+].[NH:6]1[CH2:10][CH2:9][CH2:8][C@@H:7]1[CH2:11][OH:12].[Br:13][C:14]1[CH:19]=[CH:18][C:17]([S:20](Cl)(=[O:22])=[O:21])=[CH:16][CH:15]=1. (6) Given the product [NH2:13][C:11](=[O:12])[C@@H:10]([NH:9][C:7](=[O:8])[C@@H:6]([NH:5][C:3](=[O:4])[C@@H:2]([NH:1][C:51](=[O:52])[C@@H:42]([NH:41][C:24](=[O:25])[O:26][CH2:27][CH:28]1[C:40]2[CH:39]=[CH:38][CH:37]=[CH:36][C:35]=2[C:34]2[C:29]1=[CH:30][CH:31]=[CH:32][CH:33]=2)[CH2:43][C:44]1[CH:45]=[CH:46][C:47]([OH:50])=[CH:48][CH:49]=1)[CH3:23])[CH3:22])[CH2:14][C:15]1[CH:20]=[CH:19][C:18]([OH:21])=[CH:17][CH:16]=1, predict the reactants needed to synthesize it. The reactants are: [NH2:1][C@@H:2]([CH3:23])[C:3]([NH:5][C@@H:6]([CH3:22])[C:7]([NH:9][C@@H:10]([CH2:14][C:15]1[CH:20]=[CH:19][C:18]([OH:21])=[CH:17][CH:16]=1)[C:11]([NH2:13])=[O:12])=[O:8])=[O:4].[C:24]([NH:41][C@H:42]([C:51](O)=[O:52])[CH2:43][C:44]1[CH:49]=[CH:48][C:47]([OH:50])=[CH:46][CH:45]=1)([O:26][CH2:27][CH:28]1[C:40]2[C:35](=[CH:36][CH:37]=[CH:38][CH:39]=2)[C:34]2[C:29]1=[CH:30][CH:31]=[CH:32][CH:33]=2)=[O:25].ON1C2N=CC=CC=2N=N1.CN1CCOCC1.C(Cl)CCl. (7) Given the product [F:1][C:2]1[CH:35]=[CH:34][CH:33]=[C:32]([F:36])[C:3]=1[O:4][C:5]1[C:19]([O:20][C:21]2[CH:22]=[N:23][C:24]([S:27]([CH2:30][CH3:31])(=[O:29])=[O:28])=[CH:25][CH:26]=2)=[CH:18][C:8]2[NH:9][C:10]([C:40]3[CH:41]=[CH:42][N:38]([CH3:37])[N:39]=3)=[N:11][C:7]=2[CH:6]=1, predict the reactants needed to synthesize it. The reactants are: [F:1][C:2]1[CH:35]=[CH:34][CH:33]=[C:32]([F:36])[C:3]=1[O:4][C:5]1[C:19]([O:20][C:21]2[CH:22]=[N:23][C:24]([S:27]([CH2:30][CH3:31])(=[O:29])=[O:28])=[CH:25][CH:26]=2)=[CH:18][C:8]2[NH:9][C:10](C3C=CC=CN=3)=[N:11][C:7]=2[CH:6]=1.[CH3:37][N:38]1[CH:42]=[CH:41][C:40](C(O)=O)=[N:39]1.